This data is from Catalyst prediction with 721,799 reactions and 888 catalyst types from USPTO. The task is: Predict which catalyst facilitates the given reaction. (1) Reactant: [OH:1][CH:2]1[CH2:7][CH2:6][CH2:5][CH:4]([C:8]([O:10][CH:11]([CH3:13])[CH3:12])=[O:9])[CH2:3]1.C(OC=C)(=O)C. Product: [OH:1][C@@H:2]1[CH2:7][CH2:6][CH2:5][C@H:4]([C:8]([O:10][CH:11]([CH3:13])[CH3:12])=[O:9])[CH2:3]1. The catalyst class is: 2. (2) Reactant: [F:1][C:2]1[CH:3]=[N:4][C:5]([CH3:12])=[C:6]([CH:11]=1)[C:7]([O:9][CH3:10])=[O:8].ClC1C=C(C(OO)=[O:21])C=CC=1. Product: [F:1][C:2]1[CH:3]=[N+:4]([O-:21])[C:5]([CH3:12])=[C:6]([CH:11]=1)[C:7]([O:9][CH3:10])=[O:8]. The catalyst class is: 4. (3) Reactant: ClC1C=CC=C(C(OO)=[O:9])C=1.[CH2:12]([C:15]1[CH:24]=[CH:23][CH:22]=[C:21]2[C:16]=1[CH:17]=[CH:18][CH:19]=[N:20]2)[CH:13]=[CH2:14]. Product: [CH2:12]([C:15]1[CH:24]=[CH:23][CH:22]=[C:21]2[C:16]=1[CH:17]=[CH:18][CH:19]=[N+:20]2[O-:9])[CH:13]=[CH2:14]. The catalyst class is: 2. (4) Reactant: C(Cl)(=O)C(Cl)=O.[CH3:7][N:8]([CH2:24][CH:25]([CH3:27])[CH3:26])[C:9]([N:11]([CH:18]1[CH2:23][CH2:22][CH2:21][CH2:20][CH2:19]1)[CH:12]1[CH2:17][CH2:16][CH2:15][CH2:14][CH2:13]1)=O.[NH3:28].CO. Product: [CH3:7][N:8]([CH2:24][CH:25]([CH3:27])[CH3:26])[C:9]([N:11]([CH:18]1[CH2:23][CH2:22][CH2:21][CH2:20][CH2:19]1)[CH:12]1[CH2:17][CH2:16][CH2:15][CH2:14][CH2:13]1)=[NH:28]. The catalyst class is: 1.